This data is from hERG Central: cardiac toxicity at 1µM, 10µM, and general inhibition. The task is: Predict hERG channel inhibition at various concentrations. (1) The molecule is Cc1cccc(CNC(=O)c2ccc3c(c2)N(C)CCS3)c1. Results: hERG_inhib (hERG inhibition (general)): blocker. (2) The drug is c1coc(CN=C2NC(=NCc3ccco3)c3ccccc32)c1. Results: hERG_inhib (hERG inhibition (general)): blocker. (3) The drug is O=C(/C=C/c1ccccc1)N1CCCN(C(=O)/C=C/c2ccccc2)CC1. Results: hERG_inhib (hERG inhibition (general)): blocker.